This data is from Full USPTO retrosynthesis dataset with 1.9M reactions from patents (1976-2016). The task is: Predict the reactants needed to synthesize the given product. (1) Given the product [OH:18][C@@H:19]1[CH2:24][CH2:23][CH2:22][C@H:21]([CH2:25][O:26][C:27]([CH3:36])([CH3:35])[C:28]([O:30][C:31]([CH3:34])([CH3:33])[CH3:32])=[O:29])[CH2:20]1, predict the reactants needed to synthesize it. The reactants are: [Si]([O:18][C@@H:19]1[CH2:24][CH2:23][CH2:22][C@H:21]([CH2:25][O:26][C:27]([CH3:36])([CH3:35])[C:28]([O:30][C:31]([CH3:34])([CH3:33])[CH3:32])=[O:29])[CH2:20]1)(C(C)(C)C)(C1C=CC=CC=1)C1C=CC=CC=1.[F-].C([N+](CCCC)(CCCC)CCCC)CCC. (2) Given the product [C:20]([O:23][CH2:24][C:25]1[C:26]([N:40]2[C:41](=[O:53])[C:42]3[S:48][C:47]4[CH2:49][CH2:50][CH2:51][CH2:52][C:46]=4[C:43]=3[CH2:44][CH2:45]2)=[CH:27][CH:28]=[CH:29][C:30]=1[C:2]1[CH:3]=[C:4]([NH:10][C:11]2[CH:15]=[C:14]([CH2:16][O:17][CH3:18])[N:13]([CH3:19])[N:12]=2)[C:5](=[O:9])[N:6]([CH3:8])[CH:7]=1)(=[O:22])[CH3:21], predict the reactants needed to synthesize it. The reactants are: Br[C:2]1[CH:3]=[C:4]([NH:10][C:11]2[CH:15]=[C:14]([CH2:16][O:17][CH3:18])[N:13]([CH3:19])[N:12]=2)[C:5](=[O:9])[N:6]([CH3:8])[CH:7]=1.[C:20]([O:23][CH2:24][C:25]1[C:30](B2OC(C)(C)C(C)(C)O2)=[CH:29][CH:28]=[CH:27][C:26]=1[N:40]1[CH2:45][CH2:44][C:43]2[C:46]3[CH2:52][CH2:51][CH2:50][CH2:49][C:47]=3[S:48][C:42]=2[C:41]1=[O:53])(=[O:22])[CH3:21]. (3) Given the product [F:32][C:23]1[N:22]=[C:21]2[C:17]([N:18]=[CH:19][NH:20]2)=[C:16]([NH:15][CH:12]([C:6]2[N:5]([C:25]3[CH:30]=[CH:29][CH:28]=[CH:27][CH:26]=3)[C:4](=[O:31])[C:3]3[C:8](=[CH:9][CH:10]=[CH:11][C:2]=3[CH3:1])[N:7]=2)[CH2:13][CH3:14])[N:24]=1, predict the reactants needed to synthesize it. The reactants are: [CH3:1][C:2]1[CH:11]=[CH:10][CH:9]=[C:8]2[C:3]=1[C:4](=[O:31])[N:5]([C:25]1[CH:30]=[CH:29][CH:28]=[CH:27][CH:26]=1)[C:6]([CH:12]([NH:15][C:16]1[N:24]=[CH:23][N:22]=[C:21]3[C:17]=1[N:18]=[CH:19][NH:20]3)[CH2:13][CH3:14])=[N:7]2.[F:32]C1N=C2C(NC=N2)=C(Cl)N=1.BrC1N=CN=C2C=1NC=N2.